From a dataset of Forward reaction prediction with 1.9M reactions from USPTO patents (1976-2016). Predict the product of the given reaction. (1) Given the reactants [Cl:1][C:2]1[N:7]=[C:6]([C:8]2[CH:13]=[CH:12][CH:11]=[CH:10][CH:9]=2)[N:5]=[C:4]([C:14]([NH:16][C:17]2[CH:22]=[CH:21][CH:20]=[CH:19][C:18]=2[C:23]2[S:24][C:25]3[CH:26]=[N:27][CH:28]=[CH:29][C:30]=3[N:31]=2)=[O:15])[CH:3]=1.[O:32]1[CH2:37][CH2:36][N:35]([CH2:38][CH2:39][NH2:40])[CH2:34][CH2:33]1, predict the reaction product. The product is: [ClH:1].[O:32]1[CH2:37][CH2:36][N:35]([CH2:38][CH2:39][NH:40][C:2]2[N:7]=[C:6]([C:8]3[CH:13]=[CH:12][CH:11]=[CH:10][CH:9]=3)[N:5]=[C:4]([C:14]([NH:16][C:17]3[CH:22]=[CH:21][CH:20]=[CH:19][C:18]=3[C:23]3[S:24][C:25]4[CH:26]=[N:27][CH:28]=[CH:29][C:30]=4[N:31]=3)=[O:15])[CH:3]=2)[CH2:34][CH2:33]1. (2) Given the reactants [N:1]1([C:7]([O:9][C:10]([CH3:13])([CH3:12])[CH3:11])=[O:8])[CH2:6][CH2:5][NH:4][CH2:3][CH2:2]1.C(=O)([O-])[O-].[Cs+].[Cs+].C1(P(C2C=CC=CC=2)C2C=CC3C(=CC=CC=3)C=2C2C3C(=CC=CC=3)C=CC=2P(C2C=CC=CC=2)C2C=CC=CC=2)C=CC=CC=1.FC(F)(F)S(O[C:72]1[CH:81]=[CH:80][C:79]([Cl:82])=[C:78]2[C:73]=1[CH:74]=[CH:75][C:76]([CH3:83])=[N:77]2)(=O)=O, predict the reaction product. The product is: [Cl:82][C:79]1[CH:80]=[CH:81][C:72]([N:4]2[CH2:5][CH2:6][N:1]([C:7]([O:9][C:10]([CH3:13])([CH3:12])[CH3:11])=[O:8])[CH2:2][CH2:3]2)=[C:73]2[C:78]=1[N:77]=[C:76]([CH3:83])[CH:75]=[CH:74]2. (3) Given the reactants [NH2:1][C:2]1[N:7]([C:8]2[CH:13]=[CH:12][C:11]([CH2:14][CH2:15][NH:16][C:17]([CH3:31])([C:19]([O:21][CH:22]3[CH2:30]C4C(=CC=CC=4)[CH2:23]3)=[O:20])[CH3:18])=[CH:10][CH:9]=2)[C:6](=[O:32])[CH:5]=[CH:4][C:3]=1[C:33](=[O:42])[C:34]1[CH:39]=[CH:38][C:37]([F:40])=[CH:36][C:35]=1[F:41].[CH3:43]C(C(OC(C)(C)C)=O)(C)N.[BH-](OC(C)=O)(OC(C)=O)OC(C)=O.[Na+], predict the reaction product. The product is: [NH2:1][C:2]1[N:7]([C:8]2[CH:13]=[CH:12][C:11]([CH2:14][CH2:15][NH:16][C:17]([CH3:31])([C:19]([O:21][C:22]([CH3:30])([CH3:23])[CH3:43])=[O:20])[CH3:18])=[CH:10][CH:9]=2)[C:6](=[O:32])[CH:5]=[CH:4][C:3]=1[C:33](=[O:42])[C:34]1[CH:39]=[CH:38][C:37]([F:40])=[CH:36][C:35]=1[F:41]. (4) The product is: [CH3:20][C:3]1[CH:4]=[C:5]([O:9][Si:10]([CH:17]([CH3:19])[CH3:18])([CH:14]([CH3:16])[CH3:15])[CH:11]([CH3:13])[CH3:12])[CH:6]=[C:7]([CH3:8])[C:2]=1[CH:31]([C:30]1[CH:33]=[CH:34][C:27]([F:26])=[C:28]([C:35]([CH3:37])=[CH2:36])[CH:29]=1)[OH:32]. Given the reactants Br[C:2]1[C:7]([CH3:8])=[CH:6][C:5]([O:9][Si:10]([CH:17]([CH3:19])[CH3:18])([CH:14]([CH3:16])[CH3:15])[CH:11]([CH3:13])[CH3:12])=[CH:4][C:3]=1[CH3:20].C([Li])CCC.[F:26][C:27]1[CH:34]=[CH:33][C:30]([CH:31]=[O:32])=[CH:29][C:28]=1[C:35]([CH3:37])=[CH2:36], predict the reaction product. (5) The product is: [OH:12][C:4]1[CH:3]=[C:2]([NH:1][S:19]([C:15]2[CH:16]=[CH:17][CH:18]=[C:13]([CH3:23])[CH:14]=2)(=[O:21])=[O:20])[CH:11]=[CH:10][C:5]=1[C:6]([O:8][CH3:9])=[O:7]. Given the reactants [NH2:1][C:2]1[CH:3]=[C:4]([OH:12])[C:5](=[CH:10][CH:11]=1)[C:6]([O:8][CH3:9])=[O:7].[C:13]1([CH3:23])[CH:18]=[CH:17][CH:16]=[C:15]([S:19](Cl)(=[O:21])=[O:20])[CH:14]=1, predict the reaction product. (6) The product is: [C:1]([C:5]1[CH:6]=[C:7]([CH:8]=[CH:9][CH:10]=1)[O:11][CH2:16][CH:13]([CH3:12])[CH2:14][O:15][C:19]1[CH:24]=[CH:23][C:22]([CH:25]([C:31]#[C:32][CH3:33])[CH2:26][C:27]([OH:29])=[O:28])=[CH:21][CH:20]=1)([CH3:4])([CH3:2])[CH3:3]. Given the reactants [C:1]([C:5]1[CH:6]=[C:7]([OH:11])[CH:8]=[CH:9][CH:10]=1)([CH3:4])([CH3:3])[CH3:2].[CH3:12][CH:13]([CH2:16]O)[CH2:14][OH:15].O[C:19]1[CH:24]=[CH:23][C:22]([CH:25]([C:31]#[C:32][CH3:33])[CH2:26][C:27]([O:29]C)=[O:28])=[CH:21][CH:20]=1, predict the reaction product.